This data is from NCI-60 drug combinations with 297,098 pairs across 59 cell lines. The task is: Regression. Given two drug SMILES strings and cell line genomic features, predict the synergy score measuring deviation from expected non-interaction effect. (1) Drug 1: CC12CCC(CC1=CCC3C2CCC4(C3CC=C4C5=CN=CC=C5)C)O. Drug 2: C1=CC(=CC=C1CCCC(=O)O)N(CCCl)CCCl. Cell line: LOX IMVI. Synergy scores: CSS=32.1, Synergy_ZIP=-13.4, Synergy_Bliss=-8.58, Synergy_Loewe=-6.18, Synergy_HSA=-4.53. (2) Drug 1: C1=CC(=CC=C1CCC2=CNC3=C2C(=O)NC(=N3)N)C(=O)NC(CCC(=O)O)C(=O)O. Drug 2: CC(C)(C#N)C1=CC(=CC(=C1)CN2C=NC=N2)C(C)(C)C#N. Cell line: MOLT-4. Synergy scores: CSS=51.3, Synergy_ZIP=1.18, Synergy_Bliss=-0.160, Synergy_Loewe=-13.7, Synergy_HSA=-0.379. (3) Drug 1: COC1=CC(=CC(=C1O)OC)C2C3C(COC3=O)C(C4=CC5=C(C=C24)OCO5)OC6C(C(C7C(O6)COC(O7)C8=CC=CS8)O)O. Drug 2: CN1C2=C(C=C(C=C2)N(CCCl)CCCl)N=C1CCCC(=O)O.Cl. Cell line: HT29. Synergy scores: CSS=33.8, Synergy_ZIP=-2.46, Synergy_Bliss=1.51, Synergy_Loewe=-59.7, Synergy_HSA=1.03. (4) Cell line: IGROV1. Drug 2: C1=CC(=CC=C1CCCC(=O)O)N(CCCl)CCCl. Synergy scores: CSS=30.7, Synergy_ZIP=-2.62, Synergy_Bliss=-1.47, Synergy_Loewe=-3.69, Synergy_HSA=-1.15. Drug 1: CC1=C(C=C(C=C1)NC2=NC=CC(=N2)N(C)C3=CC4=NN(C(=C4C=C3)C)C)S(=O)(=O)N.Cl. (5) Drug 1: CC1CCC2CC(C(=CC=CC=CC(CC(C(=O)C(C(C(=CC(C(=O)CC(OC(=O)C3CCCCN3C(=O)C(=O)C1(O2)O)C(C)CC4CCC(C(C4)OC)O)C)C)O)OC)C)C)C)OC. Drug 2: C1CN1C2=NC(=NC(=N2)N3CC3)N4CC4. Cell line: SK-MEL-28. Synergy scores: CSS=20.8, Synergy_ZIP=-5.58, Synergy_Bliss=-1.19, Synergy_Loewe=-31.8, Synergy_HSA=1.48.